This data is from Peptide-MHC class I binding affinity with 185,985 pairs from IEDB/IMGT. The task is: Regression. Given a peptide amino acid sequence and an MHC pseudo amino acid sequence, predict their binding affinity value. This is MHC class I binding data. The peptide sequence is HRCQAIRK. The MHC is HLA-A33:01 with pseudo-sequence HLA-A33:01. The binding affinity (normalized) is 0.